This data is from Peptide-MHC class I binding affinity with 185,985 pairs from IEDB/IMGT. The task is: Regression. Given a peptide amino acid sequence and an MHC pseudo amino acid sequence, predict their binding affinity value. This is MHC class I binding data. (1) The peptide sequence is AQYIGLVES. The MHC is HLA-B15:01 with pseudo-sequence HLA-B15:01. The binding affinity (normalized) is 0.793. (2) The peptide sequence is VYHGAGTRTI. The MHC is Patr-A0901 with pseudo-sequence Patr-A0901. The binding affinity (normalized) is 0.174. (3) The peptide sequence is AVDLSHFLR. The MHC is HLA-B15:03 with pseudo-sequence HLA-B15:03. The binding affinity (normalized) is 0. (4) The peptide sequence is SAEVVTLWY. The MHC is HLA-A29:02 with pseudo-sequence HLA-A29:02. The binding affinity (normalized) is 0.0847.